From a dataset of Peptide-MHC class I binding affinity with 185,985 pairs from IEDB/IMGT. Regression. Given a peptide amino acid sequence and an MHC pseudo amino acid sequence, predict their binding affinity value. This is MHC class I binding data. The peptide sequence is AVFDSFVER. The MHC is HLA-B58:01 with pseudo-sequence HLA-B58:01. The binding affinity (normalized) is 0.0847.